From a dataset of CYP2C19 inhibition data for predicting drug metabolism from PubChem BioAssay. Regression/Classification. Given a drug SMILES string, predict its absorption, distribution, metabolism, or excretion properties. Task type varies by dataset: regression for continuous measurements (e.g., permeability, clearance, half-life) or binary classification for categorical outcomes (e.g., BBB penetration, CYP inhibition). Dataset: cyp2c19_veith. The drug is CC(=O)NCCc1cc2cc(C)c(C)cc2[nH]c1=O. The result is 0 (non-inhibitor).